Dataset: Peptide-MHC class II binding affinity with 134,281 pairs from IEDB. Task: Regression. Given a peptide amino acid sequence and an MHC pseudo amino acid sequence, predict their binding affinity value. This is MHC class II binding data. (1) The peptide sequence is SPAIFQSSMTKILEP. The MHC is DRB1_1201 with pseudo-sequence DRB1_1201. The binding affinity (normalized) is 0. (2) The peptide sequence is DLQMVIAGAKSKFPR. The MHC is DRB1_0101 with pseudo-sequence DRB1_0101. The binding affinity (normalized) is 0.526. (3) The peptide sequence is QGVADAYITLVTLPK. The MHC is HLA-DPA10103-DPB10401 with pseudo-sequence HLA-DPA10103-DPB10401. The binding affinity (normalized) is 0.297. (4) The peptide sequence is MIVLQINMLVLTHGL. The MHC is DRB1_0101 with pseudo-sequence DRB1_0101. The binding affinity (normalized) is 0.254. (5) The peptide sequence is RLGKEFIRCLALPFR. The MHC is DRB1_1301 with pseudo-sequence DRB1_1301. The binding affinity (normalized) is 0.738. (6) The peptide sequence is AQMNQAFRNIVNMLH. The MHC is HLA-DPA10103-DPB10401 with pseudo-sequence HLA-DPA10103-DPB10401. The binding affinity (normalized) is 0.385. (7) The binding affinity (normalized) is 0.391. The MHC is DRB1_1501 with pseudo-sequence DRB1_1501. The peptide sequence is RRNVATLQAENVTGL. (8) The peptide sequence is INEPTATAIAYGLDR. The MHC is HLA-DQA10501-DQB10301 with pseudo-sequence HLA-DQA10501-DQB10301. The binding affinity (normalized) is 0.619. (9) The peptide sequence is RSPISNMVSMANNHM. The MHC is DRB1_1001 with pseudo-sequence DRB1_1001. The binding affinity (normalized) is 0.561.